Dataset: Catalyst prediction with 721,799 reactions and 888 catalyst types from USPTO. Task: Predict which catalyst facilitates the given reaction. (1) The catalyst class is: 5. Product: [C:13]1([C:11]2[N:12]=[C:8]([CH2:6][OH:5])[S:9][C:10]=2[C:19]([F:22])([F:20])[F:21])[CH:14]=[CH:15][CH:16]=[CH:17][CH:18]=1. Reactant: [BH4-].[Na+].C([O:5][C:6]([C:8]1[S:9][C:10]([C:19]([F:22])([F:21])[F:20])=[C:11]([C:13]2[CH:18]=[CH:17][CH:16]=[CH:15][CH:14]=2)[N:12]=1)=O)C. (2) Product: [Br:6][C:7]1[CH:15]=[N:14][CH:13]=[CH:12][C:8]=1[C:9]([O:11][CH3:16])=[O:10]. The catalyst class is: 5. Reactant: OS(O)(=O)=O.[Br:6][C:7]1[CH:15]=[N:14][CH:13]=[CH:12][C:8]=1[C:9]([OH:11])=[O:10].[C:16]([O-])(O)=O.[Na+].[OH-].[Na+]. (3) Reactant: FC(F)O[C:4]1[CH:9]=[CH:8][N:7]2[C:10]([C:13]([O:15]CC)=[O:14])=[CH:11][N:12]=[C:6]2[CH:5]=1.[Li+].[OH-:20].Cl. Product: [O:20]=[C:4]([CH3:9])[CH2:5][CH2:6][C:9]1[CH:4]=[CH:5][C:6]2[N:7]([C:10]([C:13]([OH:15])=[O:14])=[CH:11][N:12]=2)[CH:8]=1. The catalyst class is: 36. (4) Reactant: [F:1][C:2]1[CH:3]=[C:4]([CH:20]=[CH:21][C:22]=1[NH:23][C:24]([NH:26][C:27]1[CH:32]=[C:31]([CH3:33])[CH:30]=[CH:29][C:28]=1[F:34])=[O:25])[O:5][C:6]1[CH:11]=[CH:10][N:9]=[C:8]([C:12]2[NH:16][CH:15]=[C:14]([C:17](O)=[O:18])[CH:13]=2)[CH:7]=1.CN(C(ON1N=NC2C=CC=NC1=2)=[N+](C)C)C.F[P-](F)(F)(F)(F)F.C(N(CC)C(C)C)(C)C.[NH2:68][CH2:69][CH2:70][NH:71][C:72](=[O:78])[O:73][C:74]([CH3:77])([CH3:76])[CH3:75].Cl. Product: [F:1][C:2]1[CH:3]=[C:4]([CH:20]=[CH:21][C:22]=1[NH:23][C:24]([NH:26][C:27]1[CH:32]=[C:31]([CH3:33])[CH:30]=[CH:29][C:28]=1[F:34])=[O:25])[O:5][C:6]1[CH:11]=[CH:10][N:9]=[C:8]([C:12]2[NH:16][CH:15]=[C:14]([C:17]([NH:68][CH2:69][CH2:70][NH:71][C:72](=[O:78])[O:73][C:74]([CH3:76])([CH3:75])[CH3:77])=[O:18])[CH:13]=2)[CH:7]=1. The catalyst class is: 18. (5) The catalyst class is: 3. Product: [C:1]([O:5][C:6](=[O:7])[NH:8][C@H:9]([C:10](=[O:11])[NH2:24])[CH2:13][C:14]1[CH:19]=[CH:18][C:17]([N+:20]([O-:22])=[O:21])=[CH:16][CH:15]=1)([CH3:4])([CH3:3])[CH3:2]. Reactant: [C:1]([O:5][C:6]([NH:8][C@@H:9]([CH2:13][C:14]1[CH:19]=[CH:18][C:17]([N+:20]([O-:22])=[O:21])=[CH:16][CH:15]=1)[C:10](O)=[O:11])=[O:7])([CH3:4])([CH3:3])[CH3:2].C[N:24]1CCOCC1.ClC(OCC(C)C)=O.N. (6) Product: [CH:10]1([CH2:9][N:8]2[C:7]3[CH:6]=[CH:5][C:4]([NH:16][S:17]([C:20]4[CH:21]=[CH:22][CH:23]=[CH:24][CH:25]=4)(=[O:19])=[O:18])=[CH:3][C:2]=3[N:1]=[C:26]2[CH:27]([CH3:29])[CH3:28])[CH2:11][CH2:12][CH2:13][CH2:14][CH2:15]1. The catalyst class is: 142. Reactant: [NH2:1][C:2]1[CH:3]=[C:4]([NH:16][S:17]([C:20]2[CH:25]=[CH:24][CH:23]=[CH:22][CH:21]=2)(=[O:19])=[O:18])[CH:5]=[CH:6][C:7]=1[NH:8][CH2:9][CH:10]1[CH2:15][CH2:14][CH2:13][CH2:12][CH2:11]1.[C:26](Cl)(=O)[CH:27]([CH3:29])[CH3:28]. (7) Reactant: [Br:1][C:2]1[N:6]2[C:7](=[O:13])[CH:8]=[C:9]([CH2:11]Cl)[N:10]=[C:5]2[S:4][C:3]=1[CH3:14].[C:15]([C:17]1[C:18]([F:26])=[C:19](B(O)O)[CH:20]=[CH:21][CH:22]=1)#[N:16].C(=O)([O-])[O-].[Na+].[Na+]. Product: [Br:1][C:2]1[N:6]2[C:7](=[O:13])[CH:8]=[C:9]([CH2:11][C:19]3[C:18]([F:26])=[C:17]([CH:22]=[CH:21][CH:20]=3)[C:15]#[N:16])[N:10]=[C:5]2[S:4][C:3]=1[CH3:14]. The catalyst class is: 688. (8) Reactant: ClC(Cl)(OC(=O)[O:6][C:7]([Cl:10])(Cl)Cl)Cl.Cl.[CH3:14][O:15][CH:16]1[CH2:21][CH2:20][NH:19][CH2:18][CH2:17]1.N1C=CC=CC=1. Product: [CH3:14][O:15][CH:16]1[CH2:21][CH2:20][N:19]([C:7]([Cl:10])=[O:6])[CH2:18][CH2:17]1. The catalyst class is: 4.